This data is from Catalyst prediction with 721,799 reactions and 888 catalyst types from USPTO. The task is: Predict which catalyst facilitates the given reaction. Reactant: [F:1][C:2]([F:34])([F:33])[C:3]1[CH:4]=[C:5]([C:13]([CH3:32])([CH3:31])[C:14]([N:16]([C:18]2[CH:19]=[N:20][CH:21]=[CH:22][C:23]=2[C:24]2[CH:29]=[CH:28][CH:27]=[CH:26][C:25]=2[Cl:30])[CH3:17])=[O:15])[CH:6]=[C:7]([C:9]([F:12])([F:11])[F:10])[CH:8]=1. Product: [ClH:30].[F:12][C:9]([F:10])([F:11])[C:7]1[CH:6]=[C:5]([C:13]([CH3:31])([CH3:32])[C:14]([N:16]([C:18]2[CH:19]=[N:20][CH:21]=[CH:22][C:23]=2[C:24]2[CH:29]=[CH:28][CH:27]=[CH:26][C:25]=2[Cl:30])[CH3:17])=[O:15])[CH:4]=[C:3]([C:2]([F:34])([F:1])[F:33])[CH:8]=1. The catalyst class is: 27.